Dataset: Full USPTO retrosynthesis dataset with 1.9M reactions from patents (1976-2016). Task: Predict the reactants needed to synthesize the given product. (1) Given the product [CH:18]([OH:39])=[O:17].[NH2:3][C:4]1[N:9]=[CH:8][N:7]=[C:6]2[N:10]([CH:14]([C:16]3[O:17][C:18](=[O:39])[C:19]4[C:24]([C:25]=3[C:26]3[CH2:31][CH2:30][NH:29][CH2:28][CH:27]=3)=[CH:23][CH:22]=[CH:21][CH:20]=4)[CH3:15])[N:11]=[C:12]([C:43]3[CH:44]=[C:45]([OH:47])[CH:46]=[C:41]([F:40])[CH:42]=3)[C:5]=12, predict the reactants needed to synthesize it. The reactants are: N#N.[NH2:3][C:4]1[N:9]=[CH:8][N:7]=[C:6]2[N:10]([CH:14]([C:16]3[O:17][C:18](=[O:39])[C:19]4[C:24]([C:25]=3[C:26]3[CH2:31][CH2:30][N:29](C(OC(C)(C)C)=O)[CH2:28][CH:27]=3)=[CH:23][CH:22]=[CH:21][CH:20]=4)[CH3:15])[N:11]=[C:12](I)[C:5]=12.[F:40][C:41]1[CH:42]=[C:43](B(O)O)[CH:44]=[C:45]([OH:47])[CH:46]=1.P([O-])([O-])([O-])=O.[K+].[K+].[K+].Cl. (2) Given the product [CH3:1][N:2]([CH3:15])[S:3]([C:6]1[CH:14]=[CH:13][C:9]([C:10]([Cl:18])=[O:11])=[CH:8][CH:7]=1)(=[O:5])=[O:4], predict the reactants needed to synthesize it. The reactants are: [CH3:1][N:2]([CH3:15])[S:3]([C:6]1[CH:14]=[CH:13][C:9]([C:10](O)=[O:11])=[CH:8][CH:7]=1)(=[O:5])=[O:4].S(Cl)([Cl:18])=O. (3) Given the product [N:25]1[NH:26][N:27]=[N:18][C:17]=1[C:14]1[CH:15]=[C:16]2[C:11](=[CH:12][CH:13]=1)[NH:10][N:9]=[C:8]2[C:4]1[CH:3]=[C:2]([NH2:1])[CH:7]=[CH:6][CH:5]=1, predict the reactants needed to synthesize it. The reactants are: [NH2:1][C:2]1[CH:3]=[C:4]([C:8]2[C:16]3[C:11](=[CH:12][CH:13]=[C:14]([C:17]#[N:18])[CH:15]=3)[N:10](C3CCCCO3)[N:9]=2)[CH:5]=[CH:6][CH:7]=1.[N:25]([Sn](CCCC)(CCCC)CCCC)=[N+:26]=[N-:27]. (4) Given the product [NH2:19][C:16]1[CH:15]=[CH:14][C:13]([CH2:12][C:8]2[C:7]3[NH:22][C:23]4[CH:24]=[CH:25][CH:26]=[CH:27][C:28]=4[C:6]=3[C:5]3[C:4](=[O:29])[CH2:3][C:2]([CH3:30])([CH3:1])[CH2:11][C:10]=3[N:9]=2)=[CH:18][CH:17]=1, predict the reactants needed to synthesize it. The reactants are: [CH3:1][C:2]1([CH3:30])[CH2:11][C:10]2[N:9]=[C:8]([CH2:12][C:13]3[CH:18]=[CH:17][C:16]([N+:19]([O-])=O)=[CH:15][CH:14]=3)[C:7]3[NH:22][C:23]4[CH:24]=[CH:25][CH:26]=[CH:27][C:28]=4[C:6]=3[C:5]=2[C:4](=[O:29])[CH2:3]1.O.O.Cl[Sn]Cl. (5) Given the product [NH2:16][C:11]1[CH:12]=[N:13][CH:14]=[CH:15][C:10]=1[N:6]1[CH2:7][CH2:8][CH2:9][C:4]([NH:19][C:20](=[O:26])[O:21][C:22]([CH3:25])([CH3:24])[CH3:23])([CH3:3])[CH2:5]1, predict the reactants needed to synthesize it. The reactants are: N#N.[CH3:3][C:4]1([NH:19][C:20](=[O:26])[O:21][C:22]([CH3:25])([CH3:24])[CH3:23])[CH2:9][CH2:8][CH2:7][N:6]([C:10]2[CH:15]=[CH:14][N:13]=[CH:12][C:11]=2[N+:16]([O-])=O)[CH2:5]1. (6) Given the product [CH3:25][C@H:17]1[N:16]([C:15]2[C:10]3[CH2:9][NH:8][CH2:47][CH2:46][C:11]=3[N:12]=[C:13]([C:26]3[CH:34]=[CH:33][CH:32]=[C:31]4[C:27]=3[C:28]([CH3:45])=[CH:29][N:30]4[S:35]([C:38]3[CH:44]=[CH:43][C:41]([CH3:42])=[CH:40][CH:39]=3)(=[O:36])=[O:37])[N:14]=2)[CH2:21][CH2:20][N:19]([C:22](=[O:24])[CH3:23])[CH2:18]1, predict the reactants needed to synthesize it. The reactants are: C([N:8]1[CH2:47][CH2:46][C:11]2[N:12]=[C:13]([C:26]3[CH:34]=[CH:33][CH:32]=[C:31]4[C:27]=3[C:28]([CH3:45])=[CH:29][N:30]4[S:35]([C:38]3[CH:44]=[CH:43][C:41]([CH3:42])=[CH:40][CH:39]=3)(=[O:37])=[O:36])[N:14]=[C:15]([N:16]3[CH2:21][CH2:20][N:19]([C:22](=[O:24])[CH3:23])[CH2:18][C@H:17]3[CH3:25])[C:10]=2[CH2:9]1)C1C=CC=CC=1.C(O)(=O)C.C1COCC1.